From a dataset of Forward reaction prediction with 1.9M reactions from USPTO patents (1976-2016). Predict the product of the given reaction. (1) The product is: [C:1]([NH:4][C:5]1[CH:6]=[CH:7][C:8]([C:9]([NH:48][CH:40]([C:38](=[O:39])[NH:37][C:31]2([C:29]#[N:30])[CH2:32][CH2:33][O:34][CH2:35][CH2:36]2)[CH2:41][CH:42]2[CH2:47][CH2:46][CH2:45][CH2:44][CH2:43]2)=[O:11])=[CH:12][CH:13]=1)(=[O:3])[CH3:2]. Given the reactants [C:1]([NH:4][C:5]1[CH:13]=[CH:12][C:8]([C:9]([OH:11])=O)=[CH:7][CH:6]=1)(=[O:3])[CH3:2].C(Cl)CCl.C1C=CC2N(O)N=NC=2C=1.Cl.[C:29]([C:31]1([NH:37][C:38]([CH:40]([NH2:48])[CH2:41][CH:42]2[CH2:47][CH2:46][CH2:45][CH2:44][CH2:43]2)=[O:39])[CH2:36][CH2:35][O:34][CH2:33][CH2:32]1)#[N:30], predict the reaction product. (2) The product is: [Cl:1][C:2]1[C:7]([F:8])=[C:6]([OH:9])[CH:5]=[CH:4][C:3]=1[CH:11]([NH:21][C:22]1[CH:31]=[C:30]([F:32])[CH:29]=[C:28]2[C:23]=1[CH:24]=[CH:25][C:26](=[O:33])[NH:27]2)[C:12]([OH:20])([CH2:17][OH:18])[C:13]([F:16])([F:14])[F:15]. Given the reactants [Cl:1][C:2]1[C:7]([F:8])=[C:6]([O:9]C)[CH:5]=[CH:4][C:3]=1[CH:11]([NH:21][C:22]1[CH:31]=[C:30]([F:32])[CH:29]=[C:28]2[C:23]=1[CH:24]=[CH:25][C:26](=[O:33])[NH:27]2)[C:12]([OH:20])([CH2:17][O:18]C)[C:13]([F:16])([F:15])[F:14].B(Br)(Br)Br.C(=O)(O)[O-].[Na+].C(OCC)(=O)C, predict the reaction product. (3) Given the reactants [CH-:1]1[CH:5]=[CH:4][CH:3]=[CH:2]1.[Na+].I[CH2:8][CH2:9][C:10]([O:12][CH3:13])=[O:11], predict the reaction product. The product is: [C:1]1([CH2:8][CH2:9][C:10]([O:12][CH3:13])=[O:11])[CH2:5][CH:4]=[CH:3][CH:2]=1.[C:1]1([CH2:8][CH2:9][C:10]([O:12][CH3:13])=[O:11])[CH:5]=[CH:4][CH2:3][CH:2]=1. (4) The product is: [NH:1]1[C:5]2=[N:6][CH:7]=[CH:8][CH:9]=[C:4]2[C:3]([CH:10]=[C:11]2[C:12](=[O:30])[CH:13]=[C:14]([NH:16][C:17]3[CH:22]=[CH:21][C:20]([F:23])=[CH:19][C:18]=3[F:24])[O:15]2)=[CH:2]1. Given the reactants [NH:1]1[C:5]2=[N:6][CH:7]=[CH:8][CH:9]=[C:4]2[C:3]([CH:10]=[C:11]2[O:15][C:14]([NH:16][C:17]3[CH:22]=[CH:21][C:20]([F:23])=[CH:19][C:18]=3[F:24])=[C:13](C(OCC)=O)[C:12]2=[O:30])=[CH:2]1, predict the reaction product. (5) Given the reactants [C:1]1([C:7]([C:9]2[N:17](S(C3C=CC=CC=3)(=O)=O)[C:12]3=[CH:13][N:14]=[CH:15][CH:16]=[C:11]3[CH:10]=2)=O)[CH:6]=[CH:5][CH:4]=[CH:3][CH:2]=1.[ClH:27].[CH2:28]([O:35][NH2:36])[C:29]1[CH:34]=[CH:33][CH:32]=[CH:31][CH:30]=1.N1C=CC=CC=1.[NH4+].[Cl-], predict the reaction product. The product is: [ClH:27].[CH2:28]([O:35][N:36]=[C:7]([C:1]1[CH:2]=[CH:3][CH:4]=[CH:5][CH:6]=1)[C:9]1[NH:17][C:12]2=[CH:13][N:14]=[CH:15][CH:16]=[C:11]2[CH:10]=1)[C:29]1[CH:34]=[CH:33][CH:32]=[CH:31][CH:30]=1. (6) The product is: [Si:1]([O:8][CH2:9][CH2:10][C:11]1[C:12]([Cl:32])=[N:13][C:14]2[N:15]([N:29]=[CH:30][CH:31]=2)[C:16]=1[N:17]([C:18]1[CH:19]=[CH:20][C:21]([O:24][CH2:25][CH2:26][O:27][CH3:28])=[CH:22][CH:23]=1)[C:33](=[O:34])[O:35][C:36]([CH3:39])([CH3:38])[CH3:37])([C:4]([CH3:7])([CH3:5])[CH3:6])([CH3:3])[CH3:2]. Given the reactants [Si:1]([O:8][CH2:9][CH2:10][C:11]1[C:12]([Cl:32])=[N:13][C:14]2[N:15]([N:29]=[CH:30][CH:31]=2)[C:16]=1[NH:17][C:18]1[CH:23]=[CH:22][C:21]([O:24][CH2:25][CH2:26][O:27][CH3:28])=[CH:20][CH:19]=1)([C:4]([CH3:7])([CH3:6])[CH3:5])([CH3:3])[CH3:2].[C:33](O[C:33]([O:35][C:36]([CH3:39])([CH3:38])[CH3:37])=[O:34])([O:35][C:36]([CH3:39])([CH3:38])[CH3:37])=[O:34], predict the reaction product. (7) Given the reactants [OH:1][CH2:2][CH:3]1[CH2:8][CH2:7][N:6]([C:9](OC(C)(C)C)=O)[CH2:5][CH2:4]1.[H-].[H-].[H-].[H-].[Li+].[Al+3].O.[OH-].[Na+], predict the reaction product. The product is: [CH3:9][N:6]1[CH2:7][CH2:8][CH:3]([CH2:2][OH:1])[CH2:4][CH2:5]1.